Predict the reaction yield, written as a fraction of the theoretical maximum amount of product (1.0 means a 100% yield; for example, 0.34 means a 34% yield). From a dataset of Reaction yield outcomes from USPTO patents with 853,638 reactions. (1) The reactants are [F:1][C:2]1[CH:3]=[C:4]([C:8]2[C:12]([CH2:13]O)=[C:11]([CH3:15])[O:10][N:9]=2)[CH:5]=[CH:6][CH:7]=1.[C:16]1(=[O:26])[NH:20][C:19](=[O:21])[C:18]2=[CH:22][CH:23]=[CH:24][CH:25]=[C:17]12.C1(P(C2C=CC=CC=2)C2C=CC=CC=2)C=CC=CC=1.N(C(OCC)=O)=NC(OCC)=O. The catalyst is C1COCC1. The product is [F:1][C:2]1[CH:3]=[C:4]([C:8]2[C:12]([CH2:13][N:20]3[C:16](=[O:26])[C:17]4[C:18](=[CH:22][CH:23]=[CH:24][CH:25]=4)[C:19]3=[O:21])=[C:11]([CH3:15])[O:10][N:9]=2)[CH:5]=[CH:6][CH:7]=1. The yield is 0.660. (2) The reactants are [C:1](#[N:3])[CH3:2].C([Li])CCC.CN(/[CH:12]=[N:13]/[C:14]1[C:23]([C:24]([O:26]C)=O)=[CH:22][C:21]2[C:16](=[CH:17][C:18]([O:30][CH3:31])=[C:19]([O:28][CH3:29])[CH:20]=2)[N:15]=1)C.C(O)(=O)C. The catalyst is O1CCCC1. The product is [CH3:29][O:28][C:19]1[C:18]([O:30][CH3:31])=[CH:17][C:16]2=[N:15][C:14]3[NH:13][CH:12]=[C:2]([C:1]#[N:3])[C:24](=[O:26])[C:23]=3[CH:22]=[C:21]2[CH:20]=1. The yield is 0.440.